Dataset: Reaction yield outcomes from USPTO patents with 853,638 reactions. Task: Predict the reaction yield, written as a fraction of the theoretical maximum amount of product (1.0 means a 100% yield; for example, 0.34 means a 34% yield). (1) The reactants are [C:1]([C:4]1[CH:27]=[CH:26][C:7]([O:8][CH2:9][C:10]2[CH:15]=[CH:14][C:13]([CH:16](O)[C:17]3[CH:18]=[C:19]([CH:22]=[CH:23][CH:24]=3)[C:20]#[N:21])=[CH:12][CH:11]=2)=[C:6]([CH2:28][CH2:29][CH3:30])[C:5]=1[OH:31])(=[O:3])[CH3:2].N12CCCN=C1CCCCC2.C1(P([N:57]=[N+:58]=[N-:59])(C2C=CC=CC=2)=O)C=CC=CC=1. The catalyst is O1CCCC1. The product is [C:1]([C:4]1[CH:27]=[CH:26][C:7]([O:8][CH2:9][C:10]2[CH:15]=[CH:14][C:13]([CH:16]([N:57]=[N+:58]=[N-:59])[C:17]3[CH:18]=[C:19]([CH:22]=[CH:23][CH:24]=3)[C:20]#[N:21])=[CH:12][CH:11]=2)=[C:6]([CH2:28][CH2:29][CH3:30])[C:5]=1[OH:31])(=[O:3])[CH3:2]. The yield is 0.560. (2) The reactants are CC1(C)C(C)(C)OB([C:9]2[CH2:14][CH2:13][CH2:12][C:11](=[O:15])[CH:10]=2)O1.Cl[C:18]1[CH:23]=[CH:22][N:21]=[CH:20][C:19]=1[N+:24]([O-:26])=[O:25].C([O-])([O-])=O.[Na+].[Na+]. The catalyst is O1CCOCC1.C1C=CC([P]([Pd]([P](C2C=CC=CC=2)(C2C=CC=CC=2)C2C=CC=CC=2)([P](C2C=CC=CC=2)(C2C=CC=CC=2)C2C=CC=CC=2)[P](C2C=CC=CC=2)(C2C=CC=CC=2)C2C=CC=CC=2)(C2C=CC=CC=2)C2C=CC=CC=2)=CC=1. The product is [N+:24]([C:19]1[CH:20]=[N:21][CH:22]=[CH:23][C:18]=1[C:9]1[CH2:14][CH2:13][CH2:12][C:11](=[O:15])[CH:10]=1)([O-:26])=[O:25]. The yield is 0.870. (3) The yield is 0.930. The reactants are [ClH:1].[F:2][C:3]1([F:24])[CH2:8][CH2:7][N:6]([CH2:9][C:10]2[N:15]=[C:14]([NH:16]C(=O)OC(C)(C)C)[CH:13]=[CH:12][CH:11]=2)[CH2:5][CH2:4]1. The product is [ClH:1].[F:24][C:3]1([F:2])[CH2:4][CH2:5][N:6]([CH2:9][C:10]2[N:15]=[C:14]([NH2:16])[CH:13]=[CH:12][CH:11]=2)[CH2:7][CH2:8]1. The catalyst is CO. (4) The reactants are [CH3:1][C:2]1[O:6][N:5]=[C:4]([C:7]2[CH:12]=[CH:11][CH:10]=[CH:9][CH:8]=2)[C:3]=1[CH2:13][O:14][C:15]1[CH:23]=[CH:22][C:18]([C:19]([OH:21])=O)=[CH:17][N:16]=1.Cl.[NH2:25][C@H:26]1[CH2:31][CH2:30][CH2:29][CH2:28][C@@H:27]1[OH:32]. No catalyst specified. The product is [OH:32][C@H:27]1[CH2:28][CH2:29][CH2:30][CH2:31][C@@H:26]1[NH:25][C:19](=[O:21])[C:18]1[CH:22]=[CH:23][C:15]([O:14][CH2:13][C:3]2[C:4]([C:7]3[CH:8]=[CH:9][CH:10]=[CH:11][CH:12]=3)=[N:5][O:6][C:2]=2[CH3:1])=[N:16][CH:17]=1. The yield is 0.910. (5) The reactants are [Cl:1][C:2]1[CH:9]=[CH:8][C:5]([C:6]#[N:7])=[C:4]([O:10][C:11]2[CH:16]=[CH:15][CH:14]=[C:13]([CH:17]=O)[C:12]=2[O:19][CH2:20][C:21]([F:24])([F:23])[F:22])[CH:3]=1.CN.[C:27]([BH3-])#[N:28].[Na+].[C:31]([OH:38])(=[O:37])/[CH:32]=[CH:33]/[C:34]([OH:36])=[O:35]. The catalyst is CO.C(O)(=O)C. The product is [C:31]([OH:38])(=[O:37])/[CH:32]=[CH:33]/[C:34]([OH:36])=[O:35].[Cl:1][C:2]1[CH:9]=[CH:8][C:5]([C:6]#[N:7])=[C:4]([O:10][C:11]2[CH:16]=[CH:15][CH:14]=[C:13]([CH2:17][NH:28][CH3:27])[C:12]=2[O:19][CH2:20][C:21]([F:24])([F:23])[F:22])[CH:3]=1. The yield is 0.470. (6) The reactants are [H-].[Na+].C[Si](N[Si](C)(C)C)(C)C.[CH3:12][O:13][C:14]1[CH:20]=[CH:19][C:17]([NH2:18])=[C:16]([N+:21]([O-:23])=[O:22])[CH:15]=1.[CH3:24][C:25]([O:28][C:29](O[C:29]([O:28][C:25]([CH3:27])([CH3:26])[CH3:24])=[O:30])=[O:30])([CH3:27])[CH3:26]. The catalyst is O1CCCC1.O. The product is [CH3:12][O:13][C:14]1[CH:20]=[CH:19][C:17]([NH:18][C:29](=[O:30])[O:28][C:25]([CH3:27])([CH3:26])[CH3:24])=[C:16]([N+:21]([O-:23])=[O:22])[CH:15]=1. The yield is 0.630.